Dataset: Catalyst prediction with 721,799 reactions and 888 catalyst types from USPTO. Task: Predict which catalyst facilitates the given reaction. Reactant: [CH3:1][C:2]([C:9]1[CH:22]=[CH:21][C:12]([O:13][CH2:14][C@H:15]2[O:19][C:18]([NH2:20])=[N:17][CH2:16]2)=[CH:11][CH:10]=1)([CH3:8])[CH2:3][C:4]([CH3:7])([CH3:6])[CH3:5].C([O:25][C:26](=O)[C:27]#[C:28][CH3:29])C. Product: [CH3:29][C:28]1[N:17]2[CH2:16][C@@H:15]([CH2:14][O:13][C:12]3[CH:21]=[CH:22][C:9]([C:2]([CH3:1])([CH3:8])[CH2:3][C:4]([CH3:5])([CH3:6])[CH3:7])=[CH:10][CH:11]=3)[O:19][C:18]2=[N:20][C:26](=[O:25])[CH:27]=1. The catalyst class is: 22.